Dataset: NCI-60 drug combinations with 297,098 pairs across 59 cell lines. Task: Regression. Given two drug SMILES strings and cell line genomic features, predict the synergy score measuring deviation from expected non-interaction effect. (1) Drug 1: C1CCC(C1)C(CC#N)N2C=C(C=N2)C3=C4C=CNC4=NC=N3. Drug 2: C1=C(C(=O)NC(=O)N1)N(CCCl)CCCl. Cell line: OVCAR-4. Synergy scores: CSS=-0.774, Synergy_ZIP=-0.922, Synergy_Bliss=-3.00, Synergy_Loewe=-3.62, Synergy_HSA=-3.42. (2) Drug 1: CC12CCC(CC1=CCC3C2CCC4(C3CC=C4C5=CN=CC=C5)C)O. Drug 2: C1=CC=C(C(=C1)C(C2=CC=C(C=C2)Cl)C(Cl)Cl)Cl. Cell line: LOX IMVI. Synergy scores: CSS=2.30, Synergy_ZIP=-7.58, Synergy_Bliss=-16.3, Synergy_Loewe=-47.5, Synergy_HSA=-14.7.